Dataset: Catalyst prediction with 721,799 reactions and 888 catalyst types from USPTO. Task: Predict which catalyst facilitates the given reaction. Reactant: [C:1]([C:5]1[N:6]=[C:7](Cl)[C:8]2[N:9]([C:11](=[O:14])[NH:12][N:13]=2)[CH:10]=1)([CH3:4])([CH3:3])[CH3:2].[CH2:16]([CH2:18][NH2:19])[OH:17]. Product: [C:1]([C:5]1[N:6]=[C:7]([NH:19][CH2:18][CH2:16][OH:17])[C:8]2[N:9]([C:11](=[O:14])[NH:12][N:13]=2)[CH:10]=1)([CH3:4])([CH3:3])[CH3:2]. The catalyst class is: 1.